Dataset: HIV replication inhibition screening data with 41,000+ compounds from the AIDS Antiviral Screen. Task: Binary Classification. Given a drug SMILES string, predict its activity (active/inactive) in a high-throughput screening assay against a specified biological target. (1) The result is 0 (inactive). The drug is N#CCCC(CC#N)N1CCN(CCO)CC1. (2) The molecule is Cc1nn2c(=O)c([N+](=O)[O-])c(C=Cc3ccccc3)nc2s1. The result is 0 (inactive). (3) The compound is CC12CCC(OC(=O)CCC(=O)O)CC1CCC1C2CCC2(C)C(c3ccc(=O)oc3)CCC12O. The result is 0 (inactive). (4) The compound is CC(=O)Nc1cc2c3c(c1)CCCN3CCC2. The result is 0 (inactive).